Regression. Given a peptide amino acid sequence and an MHC pseudo amino acid sequence, predict their binding affinity value. This is MHC class II binding data. From a dataset of Peptide-MHC class II binding affinity with 134,281 pairs from IEDB. The peptide sequence is AIQQVRSLIGNEEFLDY. The MHC is DRB1_0301 with pseudo-sequence DRB1_0301. The binding affinity (normalized) is 0.521.